Dataset: Experimentally validated miRNA-target interactions with 360,000+ pairs, plus equal number of negative samples. Task: Binary Classification. Given a miRNA mature sequence and a target amino acid sequence, predict their likelihood of interaction. The miRNA is hsa-miR-1237-5p with sequence CGGGGGCGGGGCCGAAGCGCG. The protein sequence of the target gene is MLAARTGAAGSQISEENTKLRRQSGFSVAGKDKSPKKASENAKDSSLSPSGESQLRARQLALLREVEMNWYLKLCDLSSEHTTVCTTGMPHRNLGKSGLRVSCLGLGTWVTFGGQISDEVAERLMTIAYESGVNLFDTAEVYAAGKAEVILGSIIKKKGWRRSSLVITTKLYWGGKAETERGLSRKHIIEGLKGSLQRLQLEYVDVVFANRPDSNTPMEEIVRAMTHVINQGMAMYWGTSRWSAMEIMEAYSVARQFNMIPPVCEQAEYHLFQREKVEVQLPELYHKIGVGAMTWSPLAC.... Result: 0 (no interaction).